This data is from Catalyst prediction with 721,799 reactions and 888 catalyst types from USPTO. The task is: Predict which catalyst facilitates the given reaction. Reactant: [NH2:1][CH2:2][C:3]([NH:5][C:6]1[CH:7]=[C:8]2[C:12](=[CH:13][CH:14]=1)[CH2:11][C@@:10]1([C:18](=[O:19])[NH:17][C:16](=[O:20])[N:15]1[CH3:21])[CH2:9]2)=[O:4].[CH:22]1[C:31]2[C:26](=[CH:27][CH:28]=[CH:29][CH:30]=2)[CH:25]=[CH:24][C:23]=1[CH:32]=O.[BH4-].[Na+]. Product: [CH3:21][N:15]1[C@@:10]2([CH2:9][C:8]3[C:12](=[CH:13][CH:14]=[C:6]([NH:5][C:3](=[O:4])[CH2:2][NH:1][CH2:32][C:23]4[CH:24]=[CH:25][C:26]5[C:31](=[CH:30][CH:29]=[CH:28][CH:27]=5)[CH:22]=4)[CH:7]=3)[CH2:11]2)[C:18](=[O:19])[NH:17][C:16]1=[O:20]. The catalyst class is: 5.